Dataset: Full USPTO retrosynthesis dataset with 1.9M reactions from patents (1976-2016). Task: Predict the reactants needed to synthesize the given product. Given the product [C:19]([C:23]1[CH:28]=[CH:27][C:26]([S:29]([N:11]([C:12]2[CH:17]=[CH:16][CH:15]=[CH:14][C:13]=2[CH3:18])[CH2:2][C:3]([N:8]([CH2:9][CH3:10])[CH2:6][CH3:7])=[O:4])(=[O:31])=[O:30])=[CH:25][CH:24]=1)([CH3:22])([CH3:20])[CH3:21], predict the reactants needed to synthesize it. The reactants are: Br[CH2:2][C:3](Br)=[O:4].[CH2:6]([NH:8][CH2:9][CH3:10])[CH3:7].[NH2:11][C:12]1[C:13]([CH3:18])=[CH:14][CH:15]=[CH:16][CH:17]=1.[C:19]([C:23]1[CH:28]=[CH:27][C:26]([S:29](Cl)(=[O:31])=[O:30])=[CH:25][CH:24]=1)([CH3:22])([CH3:21])[CH3:20].